This data is from NCI-60 drug combinations with 297,098 pairs across 59 cell lines. The task is: Regression. Given two drug SMILES strings and cell line genomic features, predict the synergy score measuring deviation from expected non-interaction effect. (1) Drug 1: C1=CN(C(=O)N=C1N)C2C(C(C(O2)CO)O)O.Cl. Drug 2: CC1=C(C(=O)C2=C(C1=O)N3CC4C(C3(C2COC(=O)N)OC)N4)N. Cell line: U251. Synergy scores: CSS=48.1, Synergy_ZIP=-2.75, Synergy_Bliss=-3.01, Synergy_Loewe=-0.918, Synergy_HSA=2.62. (2) Drug 1: CC1OCC2C(O1)C(C(C(O2)OC3C4COC(=O)C4C(C5=CC6=C(C=C35)OCO6)C7=CC(=C(C(=C7)OC)O)OC)O)O. Drug 2: CC1=CC2C(CCC3(C2CCC3(C(=O)C)OC(=O)C)C)C4(C1=CC(=O)CC4)C. Cell line: 786-0. Synergy scores: CSS=31.9, Synergy_ZIP=14.1, Synergy_Bliss=15.8, Synergy_Loewe=-7.36, Synergy_HSA=14.5. (3) Drug 1: CC1=C(C=C(C=C1)NC2=NC=CC(=N2)N(C)C3=CC4=NN(C(=C4C=C3)C)C)S(=O)(=O)N.Cl. Drug 2: CC12CCC3C(C1CCC2=O)CC(=C)C4=CC(=O)C=CC34C. Cell line: OVCAR-4. Synergy scores: CSS=12.7, Synergy_ZIP=-0.946, Synergy_Bliss=-3.43, Synergy_Loewe=-2.91, Synergy_HSA=-3.25. (4) Drug 1: COCCOC1=C(C=C2C(=C1)C(=NC=N2)NC3=CC=CC(=C3)C#C)OCCOC.Cl. Drug 2: N.N.Cl[Pt+2]Cl. Cell line: OVCAR3. Synergy scores: CSS=57.3, Synergy_ZIP=-2.61, Synergy_Bliss=0.556, Synergy_Loewe=-3.20, Synergy_HSA=-0.698. (5) Synergy scores: CSS=-2.82, Synergy_ZIP=0.808, Synergy_Bliss=-4.04, Synergy_Loewe=-4.41, Synergy_HSA=-7.26. Cell line: NCI-H322M. Drug 2: C1C(C(OC1N2C=NC3=C2NC=NCC3O)CO)O. Drug 1: C1=NC2=C(N=C(N=C2N1C3C(C(C(O3)CO)O)O)F)N. (6) Drug 1: C1=NC2=C(N=C(N=C2N1C3C(C(C(O3)CO)O)F)Cl)N. Drug 2: CC1C(C(CC(O1)OC2CC(CC3=C2C(=C4C(=C3O)C(=O)C5=C(C4=O)C(=CC=C5)OC)O)(C(=O)CO)O)N)O.Cl. Cell line: DU-145. Synergy scores: CSS=34.0, Synergy_ZIP=-2.78, Synergy_Bliss=-0.756, Synergy_Loewe=-3.51, Synergy_HSA=0.328. (7) Synergy scores: CSS=64.8, Synergy_ZIP=-0.190, Synergy_Bliss=-1.51, Synergy_Loewe=-6.48, Synergy_HSA=-1.24. Drug 2: B(C(CC(C)C)NC(=O)C(CC1=CC=CC=C1)NC(=O)C2=NC=CN=C2)(O)O. Cell line: NCIH23. Drug 1: C1=CC=C(C=C1)NC(=O)CCCCCCC(=O)NO. (8) Drug 1: CN1C2=C(C=C(C=C2)N(CCCl)CCCl)N=C1CCCC(=O)O.Cl. Drug 2: CS(=O)(=O)OCCCCOS(=O)(=O)C. Cell line: M14. Synergy scores: CSS=-1.32, Synergy_ZIP=1.12, Synergy_Bliss=-0.795, Synergy_Loewe=-1.19, Synergy_HSA=-3.47.